This data is from Forward reaction prediction with 1.9M reactions from USPTO patents (1976-2016). The task is: Predict the product of the given reaction. (1) Given the reactants [O:1]=[C:2]1[CH2:10][C:9]2[C:4](=[CH:5][CH:6]=[C:7]([C:11]([C:13]3[CH:14]=[C:15]([NH:19][C:20]([C:22]4[N:23]([CH2:28][CH3:29])[N:24]=[C:25]([CH3:27])[CH:26]=4)=[O:21])[CH:16]=[CH:17][CH:18]=3)=[O:12])[CH:8]=2)[NH:3]1.[CH:30](OCC)=[O:31].[O-]CC.[Na+].Cl, predict the reaction product. The product is: [OH:31][CH:30]=[C:10]1[C:9]2[C:4](=[CH:5][CH:6]=[C:7]([C:11]([C:13]3[CH:14]=[C:15]([NH:19][C:20]([C:22]4[N:23]([CH2:28][CH3:29])[N:24]=[C:25]([CH3:27])[CH:26]=4)=[O:21])[CH:16]=[CH:17][CH:18]=3)=[O:12])[CH:8]=2)[NH:3][C:2]1=[O:1]. (2) Given the reactants [CH3:1][S:2]([C:5]1[CH:12]=[CH:11][C:8]([CH:9]=O)=[CH:7][CH:6]=1)(=[O:4])=[O:3].S([O-])([O-])(=O)=O.[Mg+2].[CH3:19][O:20][C:21]1[CH:22]=[C:23]([CH:25]=[CH:26][CH:27]=1)[NH2:24], predict the reaction product. The product is: [CH3:19][O:20][C:21]1[CH:22]=[C:23]([CH:25]=[CH:26][CH:27]=1)[N:24]=[CH:9][C:8]1[CH:11]=[CH:12][C:5]([S:2]([CH3:1])(=[O:4])=[O:3])=[CH:6][CH:7]=1. (3) The product is: [NH:1]([C:27]([O:29][C:30]([CH3:33])([CH3:31])[CH3:32])=[O:28])[C@H:2]([C:24]([NH2:40])=[O:25])[CH2:3][S:4][C:5]([C:12]1[CH:17]=[CH:16][CH:15]=[CH:14][CH:13]=1)([C:18]1[CH:23]=[CH:22][CH:21]=[CH:20][CH:19]=1)[C:6]1[CH:11]=[CH:10][CH:9]=[CH:8][CH:7]=1. Given the reactants [NH:1]([C:27]([O:29][C:30]([CH3:33])([CH3:32])[CH3:31])=[O:28])[C@H:2]([C:24](O)=[O:25])[CH2:3][S:4][C:5]([C:18]1[CH:23]=[CH:22][CH:21]=[CH:20][CH:19]=1)([C:12]1[CH:17]=[CH:16][CH:15]=[CH:14][CH:13]=1)[C:6]1[CH:11]=[CH:10][CH:9]=[CH:8][CH:7]=1.C1CCC([N:40]=C=NC2CCCCC2)CC1.C1C=CC2N(O)N=NC=2C=1.N, predict the reaction product.